Predict which catalyst facilitates the given reaction. From a dataset of Catalyst prediction with 721,799 reactions and 888 catalyst types from USPTO. (1) Reactant: [N+:1]([C:4]1[CH:13]=[CH:12][C:7]2[NH:8][CH2:9][CH2:10][O:11][C:6]=2[CH:5]=1)([O-:3])=[O:2].[H-].[Na+].Cl[CH2:17][C:18]1[CH:28]=[CH:27][CH:26]=[CH:25][C:19]=1[C:20]([O:22][CH2:23][CH3:24])=[O:21]. Product: [N+:1]([C:4]1[CH:13]=[CH:12][C:7]2[N:8]([CH2:17][C:18]3[CH:28]=[CH:27][CH:26]=[CH:25][C:19]=3[C:20]([O:22][CH2:23][CH3:24])=[O:21])[CH2:9][CH2:10][O:11][C:6]=2[CH:5]=1)([O-:3])=[O:2]. The catalyst class is: 3. (2) Reactant: [C:1]([O:5][C:6](=[O:30])[CH2:7][O:8][CH2:9][C@@H:10]1[C:18]2[C:13](=[CH:14][CH:15]=[CH:16][CH:17]=2)[CH2:12][C@H:11]1[NH:19]C(O[Si](C(C)(C)C)(C)C)=O)([CH3:4])([CH3:3])[CH3:2].[F-].C([N+](CCCC)(CCCC)CCCC)CCC.[Cl-].[NH4+]. Product: [NH2:19][C@@H:11]1[CH2:12][C:13]2[C:18](=[CH:17][CH:16]=[CH:15][CH:14]=2)[C@H:10]1[CH2:9][O:8][CH2:7][C:6]([O:5][C:1]([CH3:4])([CH3:3])[CH3:2])=[O:30]. The catalyst class is: 1. (3) Reactant: FC(F)(F)C(O)=O.[NH2:8][C@H:9]([CH2:29][C:30]1[CH:35]=[CH:34][C:33]([O:36][CH3:37])=[CH:32][CH:31]=1)[C:10]([N:12]1[CH2:17][CH2:16][C:15]([CH:23]2[CH2:28][CH2:27][CH2:26][CH2:25][CH2:24]2)([C:18]([O:20][CH2:21][CH3:22])=[O:19])[CH2:14][CH2:13]1)=[O:11].C(N(C(C)C)CC)(C)C.N1C=CC=CC=1O[C:54](=[S:62])OC1C=CC=CN=1. Product: [CH:23]1([C:15]2([C:18]([O:20][CH2:21][CH3:22])=[O:19])[CH2:16][CH2:17][N:12]([C:10](=[O:11])[C@H:9]([N:8]=[C:54]=[S:62])[CH2:29][C:30]3[CH:35]=[CH:34][C:33]([O:36][CH3:37])=[CH:32][CH:31]=3)[CH2:13][CH2:14]2)[CH2:28][CH2:27][CH2:26][CH2:25][CH2:24]1. The catalyst class is: 2. (4) Reactant: [Cl:1][C:2]1[CH:3]=[C:4]2[C:12](=[CH:13][CH:14]=1)[C:7]1([CH2:11][CH2:10][NH:9][CH2:8]1)[CH2:6][CH2:5]2.[CH3:15][C:16]([O:19][C:20](O[C:20]([O:19][C:16]([CH3:18])([CH3:17])[CH3:15])=[O:21])=[O:21])([CH3:18])[CH3:17].CCN(CC)CC. Product: [Cl:1][C:2]1[CH:3]=[C:4]2[C:12](=[CH:13][CH:14]=1)[C:7]1([CH2:11][CH2:10][N:9]([C:20]([O:19][C:16]([CH3:18])([CH3:17])[CH3:15])=[O:21])[CH2:8]1)[CH2:6][CH2:5]2. The catalyst class is: 154. (5) Reactant: [O:1]=[C:2]1[CH2:7][C:6](=[O:8])[CH2:5][S:4][CH2:3]1.[F:9][C:10]([F:22])([F:21])[C:11]1[CH:12]=[C:13]([N:18]=[C:19]=[O:20])[CH:14]=[CH:15][C:16]=1[Cl:17].OP(O)(O)=O. Product: [Cl:17][C:16]1[CH:15]=[CH:14][C:13]([NH:18][C:19]([CH:7]2[C:6](=[O:8])[CH2:5][S:4][CH2:3][C:2]2=[O:1])=[O:20])=[CH:12][C:11]=1[C:10]([F:9])([F:21])[F:22]. The catalyst class is: 144. (6) Reactant: [F:1][C:2]1[CH:10]=[C:9]2[C:5]([C:6]([C:12]3[N:13]=[C:14]4[C:20]([C:21](O)=[O:22])=[CH:19][NH:18][C:15]4=[N:16][CH:17]=3)=[N:7][N:8]2[CH3:11])=[CH:4][CH:3]=1.CCN=C=NCCCN(C)C.[NH2:35][C:36]1([CH3:48])[CH2:40][CH2:39][N:38]([C:41]([O:43][C:44]([CH3:47])([CH3:46])[CH3:45])=[O:42])[CH2:37]1. Product: [F:1][C:2]1[CH:10]=[C:9]2[C:5]([C:6]([C:12]3[N:13]=[C:14]4[C:20]([C:21]([NH:35][C:36]5([CH3:48])[CH2:40][CH2:39][N:38]([C:41]([O:43][C:44]([CH3:47])([CH3:46])[CH3:45])=[O:42])[CH2:37]5)=[O:22])=[CH:19][NH:18][C:15]4=[N:16][CH:17]=3)=[N:7][N:8]2[CH3:11])=[CH:4][CH:3]=1. The catalyst class is: 239. (7) Reactant: [Br:1][C:2]1[CH:3]=[C:4]2[C@@:13]3([CH2:17][O:16][C:15]([NH2:18])=[N:14]3)[C:10]3([CH2:12][CH2:11]3)[C:9]([CH3:20])([CH3:19])[O:8][C:5]2=[CH:6][CH:7]=1.[C:21](O[C:21]([O:23][C:24]([CH3:27])([CH3:26])[CH3:25])=[O:22])([O:23][C:24]([CH3:27])([CH3:26])[CH3:25])=[O:22]. Product: [Br:1][C:2]1[CH:3]=[C:4]2[C@@:13]3([CH2:17][O:16][C:15]([N:18]([C:21]([O:23][C:24]([CH3:27])([CH3:26])[CH3:25])=[O:22])[C:21]([O:23][C:24]([CH3:27])([CH3:26])[CH3:25])=[O:22])=[N:14]3)[C:10]3([CH2:12][CH2:11]3)[C:9]([CH3:20])([CH3:19])[O:8][C:5]2=[CH:6][CH:7]=1. The catalyst class is: 453. (8) Reactant: [C:1]([O:4][CH2:5][C:6]1[CH:15]=[CH:14][C:9]([C:10]([O:12][CH3:13])=[O:11])=[CH:8][N:7]=1)(=[O:3])[CH3:2].[BH3-]C#N.[Na+].[CH:20]1[CH:25]=[CH:24][C:23]([CH2:26][O:27][C:28](Cl)=[O:29])=[CH:22][CH:21]=1. Product: [C:1]([O:4][CH2:5][C@@H:6]1[N:7]([C:28]([O:27][CH2:26][C:23]2[CH:24]=[CH:25][CH:20]=[CH:21][CH:22]=2)=[O:29])[CH2:8][C@@H:9]([C:10]([O:12][CH3:13])=[O:11])[CH2:14][CH2:15]1)(=[O:3])[CH3:2]. The catalyst class is: 52.